From a dataset of Full USPTO retrosynthesis dataset with 1.9M reactions from patents (1976-2016). Predict the reactants needed to synthesize the given product. Given the product [CH:28]1([C:25]2[CH:26]=[CH:27][C:22]([O:21][C:18]3[C:17](=[O:31])[N:16]([C:13]4[CH:14]=[CH:15][C:10]([CH2:9][OH:8])=[C:11]([O:32][CH3:33])[CH:12]=4)[CH2:20][CH:19]=3)=[CH:23][CH:24]=2)[CH2:30][CH2:29]1, predict the reactants needed to synthesize it. The reactants are: [Si]([O:8][CH2:9][C:10]1[CH:15]=[CH:14][C:13]([N:16]2[CH2:20][CH:19]=[C:18]([O:21][C:22]3[CH:27]=[CH:26][C:25]([CH:28]4[CH2:30][CH2:29]4)=[CH:24][CH:23]=3)[C:17]2=[O:31])=[CH:12][C:11]=1[O:32][CH3:33])(C(C)(C)C)(C)C.Cl.